Dataset: Catalyst prediction with 721,799 reactions and 888 catalyst types from USPTO. Task: Predict which catalyst facilitates the given reaction. (1) Reactant: Cl[C:2]1[CH:7]=[N:6][CH:5]=[C:4]([Cl:8])[N:3]=1.[CH2:9]([OH:19])[C:10]1[CH:18]=[CH:17][C:16]2[O:15][CH2:14][O:13][C:12]=2[CH:11]=1.[H-].[Na+].O. Product: [O:15]1[C:16]2[CH:17]=[CH:18][C:10]([CH2:9][O:19][C:2]3[CH:7]=[N:6][CH:5]=[C:4]([Cl:8])[N:3]=3)=[CH:11][C:12]=2[O:13][CH2:14]1. The catalyst class is: 12. (2) Reactant: Cl.CO.[N:4]1[N:8]2[CH2:9][CH2:10][NH:11][CH2:12][C:7]2=[CH:6][C:5]=1[CH2:13][OH:14].CS[C:17]1[S:18][CH2:19][CH2:20][N:21]=1. Product: [S:18]1[CH2:19][CH2:20][N:21]=[C:17]1[N:11]1[CH2:10][CH2:9][N:8]2[N:4]=[C:5]([CH2:13][OH:14])[CH:6]=[C:7]2[CH2:12]1. The catalyst class is: 27. (3) Reactant: [NH2:1][C:2]1[CH:7]=[CH:6][C:5]([OH:8])=[CH:4][CH:3]=1.CCN(CC)CC.[C:16](O[C:16]([O:18][C:19]([CH3:22])([CH3:21])[CH3:20])=[O:17])([O:18][C:19]([CH3:22])([CH3:21])[CH3:20])=[O:17].O. Product: [OH:8][C:5]1[CH:6]=[CH:7][C:2]([NH:1][C:16](=[O:17])[O:18][C:19]([CH3:22])([CH3:21])[CH3:20])=[CH:3][CH:4]=1. The catalyst class is: 3. (4) Reactant: [F:1][C:2]1[CH:3]=[CH:4][CH:5]=[C:6]2[C:10]=1[N:9](C(OC(C)(C)C)=O)[C:8]([S:18]([N:21]1[CH2:26][CH2:25][CH2:24][C@H:23]([C:27]3[C:28]([N:47]([CH3:52])[S:48]([CH3:51])(=[O:50])=[O:49])=[CH:29][C:30]4[O:34][C:33]([C:35]5[CH:40]=[CH:39][C:38]([F:41])=[CH:37][CH:36]=5)=[C:32]([C:42](=[O:45])[NH:43][CH3:44])[C:31]=4[CH:46]=3)[CH2:22]1)(=[O:20])=[O:19])=[CH:7]2.C(O)(C(F)(F)F)=O. Product: [F:1][C:2]1[CH:3]=[CH:4][CH:5]=[C:6]2[C:10]=1[NH:9][C:8]([S:18]([N:21]1[CH2:26][CH2:25][CH2:24][C@H:23]([C:27]3[C:28]([N:47]([CH3:52])[S:48]([CH3:51])(=[O:50])=[O:49])=[CH:29][C:30]4[O:34][C:33]([C:35]5[CH:36]=[CH:37][C:38]([F:41])=[CH:39][CH:40]=5)=[C:32]([C:42]([NH:43][CH3:44])=[O:45])[C:31]=4[CH:46]=3)[CH2:22]1)(=[O:19])=[O:20])=[CH:7]2.[F:41][C:38]1[CH:39]=[CH:40][C:35]([C:33]2[O:34][C:30]3[CH:29]=[C:28]([N:47]([CH3:52])[S:48]([CH3:51])(=[O:49])=[O:50])[CH:27]=[CH:46][C:31]=3[C:32]=2[C:42]([NH:43][CH3:44])=[O:45])=[CH:36][CH:37]=1. The catalyst class is: 2.